Dataset: NCI-60 drug combinations with 297,098 pairs across 59 cell lines. Task: Regression. Given two drug SMILES strings and cell line genomic features, predict the synergy score measuring deviation from expected non-interaction effect. Cell line: NCI-H226. Drug 2: C1=NNC2=C1C(=O)NC=N2. Drug 1: CN1CCC(CC1)COC2=C(C=C3C(=C2)N=CN=C3NC4=C(C=C(C=C4)Br)F)OC. Synergy scores: CSS=7.49, Synergy_ZIP=-1.21, Synergy_Bliss=5.95, Synergy_Loewe=-2.67, Synergy_HSA=3.93.